From a dataset of Full USPTO retrosynthesis dataset with 1.9M reactions from patents (1976-2016). Predict the reactants needed to synthesize the given product. Given the product [C:25]([C:15]1[CH:16]=[N:17][C:18]2[C:23]([C:14]=1[NH:13][C@H:10]1[CH2:9][CH2:8][C@H:7]([CH2:35][N:36]3[CH2:41][CH2:40][N:39]([C:42]([O:44][C:45]([CH3:48])([CH3:47])[CH3:46])=[O:43])[CH2:38][CH2:37]3)[CH2:12][CH2:11]1)=[N:22][C:21]([Cl:24])=[CH:20][CH:19]=2)(=[O:27])[CH3:26], predict the reactants needed to synthesize it. The reactants are: CS(OC[CH:7]1[CH2:12][CH2:11][CH:10]([NH:13][C:14]2[C:23]3[C:18](=[CH:19][CH:20]=[C:21]([Cl:24])[N:22]=3)[N:17]=[CH:16][C:15]=2[C:25](=[O:27])[CH3:26])[CH2:9][CH2:8]1)(=O)=O.N[C@H]1CC[C@H]([CH2:35][N:36]2[CH2:41][CH2:40][N:39]([C:42]([O:44][C:45]([CH3:48])([CH3:47])[CH3:46])=[O:43])[CH2:38][CH2:37]2)CC1.